Task: Predict the reactants needed to synthesize the given product.. Dataset: Full USPTO retrosynthesis dataset with 1.9M reactions from patents (1976-2016) Given the product [Cl:18][C:19]1[CH:20]=[CH:21][C:22]2[O:31][C:30]3[C:29](=[O:32])[NH:28][C:27]([CH2:33][N:11]4[CH2:10][CH2:16][CH2:13][CH2:12]4)=[N:26][C:25]=3[C:23]=2[CH:24]=1, predict the reactants needed to synthesize it. The reactants are: BrC1C=CC2O[C:13]3[C:12](=O)[NH:11][C:10]([CH2:16]Cl)=NC=3C=2C=1.[Cl:18][C:19]1[CH:20]=[CH:21][C:22]2[O:31][C:30]3[C:29](=[O:32])[NH:28][C:27]([CH2:33]Cl)=[N:26][C:25]=3[C:23]=2[CH:24]=1.N1CCCCC1.N1CCCC1.